Dataset: Catalyst prediction with 721,799 reactions and 888 catalyst types from USPTO. Task: Predict which catalyst facilitates the given reaction. (1) Reactant: [Br:1][C:2]1[CH:7]=[CH:6][C:5]([NH:8][C:9]2[C:14]([N+:15]([O-])=O)=[CH:13][N:12]=[C:11]([Cl:18])[N:10]=2)=[CH:4][CH:3]=1.[Sn](Cl)Cl.C(=O)([O-])[O-].[Na+].[Na+]. The catalyst class is: 336. Product: [Br:1][C:2]1[CH:3]=[CH:4][C:5]([NH:8][C:9]2[C:14]([NH2:15])=[CH:13][N:12]=[C:11]([Cl:18])[N:10]=2)=[CH:6][CH:7]=1. (2) Reactant: C([O:3][C:4]([C:6]1[C:7]([CH:22]([F:24])[F:23])=[N:8][N:9]([C:18]([CH3:21])([CH3:20])[CH3:19])[C:10]=1[C:11]([F:17])([F:16])[C:12]([F:15])([F:14])[F:13])=[O:5])C.[OH-].[Na+]. Product: [C:18]([N:9]1[C:10]([C:11]([F:17])([F:16])[C:12]([F:13])([F:14])[F:15])=[C:6]([C:4]([OH:5])=[O:3])[C:7]([CH:22]([F:24])[F:23])=[N:8]1)([CH3:21])([CH3:19])[CH3:20]. The catalyst class is: 8. (3) Reactant: COC1C=CC(P2(SP(C3C=CC(OC)=CC=3)(=S)S2)=[S:10])=CC=1.[Si:23]([O:40][CH2:41][CH2:42][CH2:43][CH2:44][C:45]([NH2:47])=O)([C:36]([CH3:39])([CH3:38])[CH3:37])([C:30]1[CH:35]=[CH:34][CH:33]=[CH:32][CH:31]=1)[C:24]1[CH:29]=[CH:28][CH:27]=[CH:26][CH:25]=1. Product: [Si:23]([O:40][CH2:41][CH2:42][CH2:43][CH2:44][C:45](=[S:10])[NH2:47])([C:36]([CH3:39])([CH3:38])[CH3:37])([C:30]1[CH:35]=[CH:34][CH:33]=[CH:32][CH:31]=1)[C:24]1[CH:29]=[CH:28][CH:27]=[CH:26][CH:25]=1. The catalyst class is: 48.